This data is from Full USPTO retrosynthesis dataset with 1.9M reactions from patents (1976-2016). The task is: Predict the reactants needed to synthesize the given product. Given the product [OH:1][CH2:2][CH2:3][CH2:4][CH2:5][NH:6][S:7]([C:10]1[CH:15]=[CH:14][C:13]([C:23]2[CH:22]=[CH:21][C:20]([O:19][C:18]([F:17])([F:29])[F:30])=[CH:25][CH:24]=2)=[CH:12][CH:11]=1)(=[O:9])=[O:8], predict the reactants needed to synthesize it. The reactants are: [OH:1][CH2:2][CH2:3][CH2:4][CH2:5][NH:6][S:7]([C:10]1[CH:15]=[CH:14][C:13](Br)=[CH:12][CH:11]=1)(=[O:9])=[O:8].[F:17][C:18]([F:30])([F:29])[O:19][C:20]1[CH:25]=[CH:24][C:23](B(O)O)=[CH:22][CH:21]=1.